This data is from Full USPTO retrosynthesis dataset with 1.9M reactions from patents (1976-2016). The task is: Predict the reactants needed to synthesize the given product. (1) Given the product [ClH:35].[CH:29]1([N:25]2[C:26]3[C:21](=[CH:20][C:19]([F:34])=[C:18]([C:16]4[S:17][C:11]5[CH2:10][NH:9][CH:13]([CH3:14])[C:12]=5[CH:15]=4)[C:27]=3[CH3:28])[C:22](=[O:33])[NH:23][C:24]2=[O:32])[CH2:31][CH2:30]1, predict the reactants needed to synthesize it. The reactants are: Cl.C(OC([N:9]1[CH:13]([CH3:14])[C:12]2[CH:15]=[C:16]([C:18]3[C:27]([CH3:28])=[C:26]4[C:21]([C:22](=[O:33])[NH:23][C:24](=[O:32])[N:25]4[CH:29]4[CH2:31][CH2:30]4)=[CH:20][C:19]=3[F:34])[S:17][C:11]=2[CH2:10]1)=O)(C)(C)C.[Cl:35]CCl. (2) Given the product [Br:1][CH2:2][CH:3]([F:7])[CH2:4][CH2:5][N:8]1[CH:27]=[C:26]([C:25]([O:29][CH2:30][CH3:31])=[O:28])[N:10]=[N:9]1, predict the reactants needed to synthesize it. The reactants are: [Br:1][CH2:2][CH:3]([F:7])[CH2:4][CH2:5]Br.[N-:8]=[N+:9]=[N-:10].[Na+].CC(O)=O.CCN(C(C)C)C(C)C.[C:25]([O:29][CH2:30][CH3:31])(=[O:28])[C:26]#[CH:27]. (3) The reactants are: [Br:1][C:2]1[C:10]2[O:9][CH2:8][C@@H:7]([N:11](C(=O)C(F)(F)F)[C:12]3[CH:25]=[CH:24][C:15]4[C@H:16]([CH2:19][C:20]([O:22]C)=[O:21])[CH2:17][O:18][C:14]=4[CH:13]=3)[C:6]=2[CH:5]=[CH:4][CH:3]=1.[OH-].[Na+].Cl. Given the product [Br:1][C:2]1[C:10]2[O:9][CH2:8][C@@H:7]([NH:11][C:12]3[CH:25]=[CH:24][C:15]4[C@H:16]([CH2:19][C:20]([OH:22])=[O:21])[CH2:17][O:18][C:14]=4[CH:13]=3)[C:6]=2[CH:5]=[CH:4][CH:3]=1, predict the reactants needed to synthesize it. (4) Given the product [CH2:3]([N:2]([CH3:1])[C:12]([C:11]1[CH:15]=[CH:16][C:8]([B:5]([OH:6])[OH:7])=[CH:9][C:10]=1[F:17])=[O:14])[CH3:4], predict the reactants needed to synthesize it. The reactants are: [CH3:1][NH:2][CH2:3][CH3:4].[B:5]([C:8]1[CH:16]=[CH:15][C:11]([C:12]([OH:14])=O)=[C:10]([F:17])[CH:9]=1)([OH:7])[OH:6].F[P-](F)(F)(F)(F)F.N1(OC(N(C)C)=[N+](C)C)C2N=CC=CC=2N=N1.[NH4+].[Cl-].Cl. (5) Given the product [O:22]([CH2:21][CH2:20][S:19][CH2:18][C:15]1[O:14][C:13]([C:8]2[CH:9]=[C:10]3[C:5](=[CH:6][CH:7]=2)[CH:4]=[C:3]([CH2:2][N:29]2[CH2:34][CH2:33][CH2:32][CH2:31][CH2:30]2)[CH:12]=[CH:11]3)=[N:17][N:16]=1)[C:23]1[CH:24]=[CH:25][CH:26]=[CH:27][CH:28]=1, predict the reactants needed to synthesize it. The reactants are: Cl[CH2:2][C:3]1[CH:4]=[C:5]2[C:10](=[CH:11][CH:12]=1)[CH:9]=[C:8]([C:13]1[O:14][C:15]([CH2:18][S:19][CH2:20][CH2:21][O:22][C:23]3[CH:28]=[CH:27][CH:26]=[CH:25][CH:24]=3)=[N:16][N:17]=1)[CH:7]=[CH:6]2.[NH:29]1[CH2:34][CH2:33][CH2:32][CH2:31][CH2:30]1.CN(C)CC1C=CC2C(=CC=C(C3OC(CSCCOC4C=CC=CC=4)=NN=3)C=2)C=1. (6) Given the product [CH3:1][O:2][C:3]1[CH:4]=[C:5]([CH:8]=[CH:9][C:10]=1[C:11]1[CH:16]=[CH:15][CH:14]=[CH:13][N:12]=1)[CH:6]=[O:18], predict the reactants needed to synthesize it. The reactants are: [CH3:1][O:2][C:3]1[CH:4]=[C:5]([CH:8]=[CH:9][C:10]=1[C:11]1[CH:16]=[CH:15][CH:14]=[CH:13][N:12]=1)[C:6]#N.[H-].[OH2:18]. (7) Given the product [Br:1][C:2]1[CH:3]=[C:4]([N:8]2[C:16]3[C:11](=[CH:12][C:13]([N:17]4[CH:21]=[C:20]([CH3:22])[N:19]=[CH:18]4)=[CH:14][CH:15]=3)[C:10]([C:23]([NH2:29])=[O:25])=[N:9]2)[CH:5]=[CH:6][CH:7]=1, predict the reactants needed to synthesize it. The reactants are: [Br:1][C:2]1[CH:3]=[C:4]([N:8]2[C:16]3[C:11](=[CH:12][C:13]([N:17]4[CH:21]=[C:20]([CH3:22])[N:19]=[CH:18]4)=[CH:14][CH:15]=3)[C:10]([C:23]([O:25]C)=O)=[N:9]2)[CH:5]=[CH:6][CH:7]=1.C([NH2:29])=O.